Dataset: Full USPTO retrosynthesis dataset with 1.9M reactions from patents (1976-2016). Task: Predict the reactants needed to synthesize the given product. (1) Given the product [OH:5][CH2:6][CH2:7][O:8][C:9]1[CH:10]=[C:11]([NH:17][CH:18]([C:30]2[CH:31]=[CH:32][C:33]([CH3:36])=[CH:34][CH:35]=2)[C:19]([C:21]2[C:29]3[C:24](=[CH:25][CH:26]=[CH:27][CH:28]=3)[NH:23][CH:22]=2)=[O:20])[CH:12]=[C:13]([O:15][CH3:16])[CH:14]=1, predict the reactants needed to synthesize it. The reactants are: C([O:5][CH2:6][CH2:7][O:8][C:9]1[CH:10]=[C:11]([NH:17][CH:18]([C:30]2[CH:35]=[CH:34][C:33]([CH3:36])=[CH:32][CH:31]=2)[C:19]([C:21]2[C:29]3[C:24](=[CH:25][CH:26]=[CH:27][CH:28]=3)[NH:23][CH:22]=2)=[O:20])[CH:12]=[C:13]([O:15][CH3:16])[CH:14]=1)(C)(C)C.O1CCOCC1.C(=O)(O)[O-].[Na+]. (2) Given the product [CH3:2][N:3]1[C:8]2[C:11](=[C:10]([O:19][C:10]3[CH:11]=[CH:12][C:13]4[C:18](=[CH:17][CH:16]=[CH:15][CH:14]=4)[CH:9]=3)[CH:9]=[CH:18][CH:17]=2)[CH:5]=[CH:4]1, predict the reactants needed to synthesize it. The reactants are: Cl.[CH3:2][N:3]([CH3:8])[CH2:4][C:5](O)=O.[CH:9]1[C:18]2[C:13](=[CH:14][CH:15]=[CH:16][CH:17]=2)[CH:12]=[CH:11][C:10]=1[OH:19].C([O-])([O-])=O.[Cs+].[Cs+]. (3) Given the product [OH:34][CH:31]([CH2:32][OH:33])[CH2:30][N:29]([CH2:26][C:23]1[N:24]=[CH:25][C:20]([C:3]2[CH:4]=[CH:5][C:6]([N:8]3[CH2:12][C@H:11]([CH2:13][N:14]4[CH:18]=[CH:17][N:16]=[N:15]4)[O:10][C:9]3=[O:19])=[CH:7][C:2]=2[F:1])=[CH:21][CH:22]=1)[CH3:28], predict the reactants needed to synthesize it. The reactants are: [F:1][C:2]1[CH:7]=[C:6]([N:8]2[CH2:12][C@H:11]([CH2:13][N:14]3[CH:18]=[CH:17][N:16]=[N:15]3)[O:10][C:9]2=[O:19])[CH:5]=[CH:4][C:3]=1[C:20]1[CH:21]=[CH:22][C:23]([CH:26]=O)=[N:24][CH:25]=1.[CH3:28][NH:29][CH2:30][CH:31]([OH:34])[CH2:32][OH:33].C(O[BH-](OC(=O)C)OC(=O)C)(=O)C.[Na+]. (4) Given the product [CH3:43][C:44]1[CH:49]=[CH:48][C:47]([S:50]([O:1][CH2:2][CH2:3][O:4][C:5]2[CH:10]=[CH:9][C:8]([C:11]3[O:12][C:13]4[C:18]([C:19](=[O:25])[C:20]=3[O:21][CH2:22][O:23][CH3:24])=[CH:17][CH:16]=[C:15]([O:26][CH2:27][O:28][CH3:29])[CH:14]=4)=[CH:7][C:6]=2[O:30][CH2:31][O:32][CH3:33])(=[O:52])=[O:51])=[CH:46][CH:45]=1, predict the reactants needed to synthesize it. The reactants are: [OH:1][CH2:2][CH2:3][O:4][C:5]1[CH:10]=[CH:9][C:8]([C:11]2[O:12][C:13]3[C:18]([C:19](=[O:25])[C:20]=2[O:21][CH2:22][O:23][CH3:24])=[CH:17][CH:16]=[C:15]([O:26][CH2:27][O:28][CH3:29])[CH:14]=3)=[CH:7][C:6]=1[O:30][CH2:31][O:32][CH3:33].CCN(C(C)C)C(C)C.[CH3:43][C:44]1[CH:49]=[CH:48][C:47]([S:50](Cl)(=[O:52])=[O:51])=[CH:46][CH:45]=1. (5) Given the product [CH3:39][O:38][C:36]([C:34]1([CH2:12][CH:10]=[CH2:11])[CH2:35][CH:26]([C:24]([O:23][CH3:22])=[O:25])[CH2:27][C:28]2([O:29][CH2:30][CH2:31][O:32]2)[CH2:33]1)=[O:37], predict the reactants needed to synthesize it. The reactants are: [Li]CCCC.C(N[CH:10]([CH3:12])[CH3:11])(C)C.CN1CCCN(C)C1=O.[CH3:22][O:23][C:24]([CH:26]1[CH2:35][CH:34]([C:36]([O:38][CH3:39])=[O:37])[CH2:33][C:28]2([O:32][CH2:31][CH2:30][O:29]2)[CH2:27]1)=[O:25].C(Br)C=C. (6) The reactants are: [Br:1][C:2]1[CH:6]=[N:5][N:4]([CH3:7])[C:3]=1[C:8]1[CH:9]=[C:10]([NH2:17])[CH:11]=[CH:12][C:13]=1[O:14][CH2:15][CH3:16].[F:18][C:19]1[CH:24]=[CH:23][C:22]([N:25]=[C:26]=[O:27])=[CH:21][CH:20]=1. Given the product [Br:1][C:2]1[CH:6]=[N:5][N:4]([CH3:7])[C:3]=1[C:8]1[CH:9]=[C:10]([NH:17][C:26]([NH:25][C:22]2[CH:23]=[CH:24][C:19]([F:18])=[CH:20][CH:21]=2)=[O:27])[CH:11]=[CH:12][C:13]=1[O:14][CH2:15][CH3:16], predict the reactants needed to synthesize it. (7) Given the product [C:21]1([C:29]2[CH:30]=[CH:31][CH:32]=[CH:33][CH:34]=2)[CH:26]=[CH:25][CH:24]=[CH:23][C:22]=1[CH2:27][N:1]1[CH:2]([C:11]2[C:16]([O:17][CH3:18])=[CH:15][CH:14]=[CH:13][C:12]=2[O:19][CH3:20])[CH2:3][CH2:4][CH2:5][CH2:6][C:7]1=[O:9], predict the reactants needed to synthesize it. The reactants are: [NH2:1][CH:2]([C:11]1[C:16]([O:17][CH3:18])=[CH:15][CH:14]=[CH:13][C:12]=1[O:19][CH3:20])[CH2:3][CH2:4][CH2:5][CH2:6][C:7]([O:9]C)=O.[C:21]1([C:29]2[CH:34]=[CH:33][CH:32]=[CH:31][CH:30]=2)[C:22]([CH:27]=O)=[CH:23][CH:24]=[CH:25][CH:26]=1. (8) Given the product [C:1]([C:3]1[CH:4]=[CH:5][C:6]([CH:9]2[N:14]([CH2:15][C:16]([OH:18])=[O:17])[C:13](=[O:23])[N:12]([C:24]3[CH:29]=[CH:28][CH:27]=[C:26]([C:30]([F:32])([F:31])[F:33])[CH:25]=3)[C:11]([CH3:34])=[C:10]2[C:35]([CH:37]2[CH2:38][CH2:39][CH2:40]2)=[O:36])=[CH:7][CH:8]=1)#[N:2], predict the reactants needed to synthesize it. The reactants are: [C:1]([C:3]1[CH:8]=[CH:7][C:6]([CH:9]2[N:14]([CH2:15][C:16]([O:18]C(C)(C)C)=[O:17])[C:13](=[O:23])[N:12]([C:24]3[CH:29]=[CH:28][CH:27]=[C:26]([C:30]([F:33])([F:32])[F:31])[CH:25]=3)[C:11]([CH3:34])=[C:10]2[C:35]([CH:37]2[CH2:40][CH2:39][CH2:38]2)=[O:36])=[CH:5][CH:4]=1)#[N:2].